Dataset: Catalyst prediction with 721,799 reactions and 888 catalyst types from USPTO. Task: Predict which catalyst facilitates the given reaction. (1) Reactant: I[C:2]1[N:3]=[C:4]([CH2:7][CH2:8][CH3:9])[NH:5][CH:6]=1.[N:10]1[CH:15]=[CH:14][C:13](B(O)O)=[CH:12][CH:11]=1.C(=O)([O-])[O-].[Na+].[Na+]. Product: [CH2:7]([C:4]1[NH:5][CH:6]=[C:2]([C:13]2[CH:14]=[CH:15][N:10]=[CH:11][CH:12]=2)[N:3]=1)[CH2:8][CH3:9]. The catalyst class is: 38. (2) Reactant: [OH:1][C:2]1[C:7]([C:8]([O:10]CC)=O)=[CH:6][N:5]=[C:4]2[S:13][CH:14]=[CH:15][C:3]=12.[Cl:16][C:17]1[CH:24]=[CH:23][C:20]([CH2:21][NH2:22])=[CH:19][CH:18]=1. Product: [Cl:16][C:17]1[CH:24]=[CH:23][C:20]([CH2:21][NH:22][C:8]([C:7]2[C:2]([OH:1])=[C:3]3[CH:15]=[CH:14][S:13][C:4]3=[N:5][CH:6]=2)=[O:10])=[CH:19][CH:18]=1. The catalyst class is: 11. (3) Product: [CH3:1][C:2]1[CH:11]=[CH:10][C:5]([C:6]2[O:7][CH:26]=[N:9][N:8]=2)=[CH:4][C:3]=1[C:12]1[CH:20]=[C:19]2[C:15]([C:16]3([CH2:25][CH2:24][CH2:23][CH2:22]3)[C:17](=[O:21])[NH:18]2)=[CH:14][CH:13]=1. The catalyst class is: 15. Reactant: [CH3:1][C:2]1[CH:11]=[CH:10][C:5]([C:6]([NH:8][NH2:9])=[O:7])=[CH:4][C:3]=1[C:12]1[CH:20]=[C:19]2[C:15]([C:16]3([CH2:25][CH2:24][CH2:23][CH2:22]3)[C:17](=[O:21])[NH:18]2)=[CH:14][CH:13]=1.[CH3:26]OC(OC)OC.O. (4) Reactant: Cl[C:2]1[N:12]=[CH:11][CH:10]=[CH:9][C:3]=1[C:4]([O:6][CH2:7][CH3:8])=[O:5].[C:13]1([CH2:19][CH2:20][CH2:21][NH2:22])[CH:18]=[CH:17][CH:16]=[CH:15][CH:14]=1.C(O)C. Product: [C:13]1([CH2:19][CH2:20][CH2:21][NH:22][C:2]2[N:12]=[CH:11][CH:10]=[CH:9][C:3]=2[C:4]([O:6][CH2:7][CH3:8])=[O:5])[CH:18]=[CH:17][CH:16]=[CH:15][CH:14]=1. The catalyst class is: 6. (5) Reactant: Cl[C:2]1[N:3]=[CH:4][C:5]2[CH:10]=[CH:9][N:8]([CH2:11][C:12]3[CH:17]=[CH:16][CH:15]=[C:14]([N+:18]([O-:20])=[O:19])[CH:13]=3)[C:6]=2[N:7]=1.[CH3:21][N:22]1[CH:26]=[C:25]([NH2:27])[CH:24]=[N:23]1.Cl. Product: [CH3:21][N:22]1[CH:26]=[C:25]([NH:27][C:2]2[N:3]=[CH:4][C:5]3[CH:10]=[CH:9][N:8]([CH2:11][C:12]4[CH:17]=[CH:16][CH:15]=[C:14]([N+:18]([O-:20])=[O:19])[CH:13]=4)[C:6]=3[N:7]=2)[CH:24]=[N:23]1. The catalyst class is: 32. (6) Reactant: C([O:8][CH:9]1[CH2:13][N:12]([C:14]([O:16][C:17]([CH3:20])([CH3:19])[CH3:18])=[O:15])[CH2:11][C:10]1([F:22])[F:21])C1C=CC=CC=1. Product: [F:22][C:10]1([F:21])[CH:9]([OH:8])[CH2:13][N:12]([C:14]([O:16][C:17]([CH3:19])([CH3:18])[CH3:20])=[O:15])[CH2:11]1. The catalyst class is: 105. (7) Reactant: [C:1]([O:5][C:6]([N:8]([CH2:22][CH:23]1[CH2:25][CH2:24]1)[C@@H:9]1[CH2:11][C@H:10]1[C:12]1[CH:13]=[CH:14][C:15]([F:21])=[C:16]([CH:20]=1)[C:17]([OH:19])=O)=[O:7])([CH3:4])([CH3:3])[CH3:2].[CH3:26][C:27]1[S:31][C:30]([NH2:32])=[N:29][N:28]=1.CN(C(ON1N=NC2C=CC=NC1=2)=[N+](C)C)C.F[P-](F)(F)(F)(F)F.C(=O)([O-])O.[Na+]. Product: [CH:23]1([CH2:22][N:8]([C@@H:9]2[CH2:11][C@H:10]2[C:12]2[CH:13]=[CH:14][C:15]([F:21])=[C:16]([C:17](=[O:19])[NH:32][C:30]3[S:31][C:27]([CH3:26])=[N:28][N:29]=3)[CH:20]=2)[C:6](=[O:7])[O:5][C:1]([CH3:2])([CH3:3])[CH3:4])[CH2:24][CH2:25]1. The catalyst class is: 338. (8) Reactant: [CH2:1]([O:3][C:4]1[CH:9]=[CH:8][C:7]([S:10]([N:13]2[CH2:18][CH2:17][N:16]([CH2:19][CH2:20][OH:21])[CH2:15][CH2:14]2)(=[O:12])=[O:11])=[CH:6][C:5]=1[C:22]1[NH:23][C:24](=[O:35])[C:25]2[N:30]([CH3:31])[CH:29]=[C:28]([CH2:32][CH2:33][CH3:34])[C:26]=2[N:27]=1)[CH3:2].[C:36]([O:40][C:41]([NH:43][C@H:44]([C:48](O)=[O:49])[CH:45]([CH3:47])[CH3:46])=[O:42])([CH3:39])([CH3:38])[CH3:37].C(Cl)CCl. Product: [C:36]([O:40][C:41]([NH:43][C@H:44]([C:48]([O:21][CH2:20][CH2:19][N:16]1[CH2:15][CH2:14][N:13]([S:10]([C:7]2[CH:8]=[CH:9][C:4]([O:3][CH2:1][CH3:2])=[C:5]([C:22]3[NH:23][C:24](=[O:35])[C:25]4[N:30]([CH3:31])[CH:29]=[C:28]([CH2:32][CH2:33][CH3:34])[C:26]=4[N:27]=3)[CH:6]=2)(=[O:11])=[O:12])[CH2:18][CH2:17]1)=[O:49])[CH:45]([CH3:46])[CH3:47])=[O:42])([CH3:38])([CH3:39])[CH3:37]. The catalyst class is: 79.